The task is: Predict the reactants needed to synthesize the given product.. This data is from Full USPTO retrosynthesis dataset with 1.9M reactions from patents (1976-2016). (1) Given the product [F:19][C:2]([F:1])([F:18])[CH2:3][O:4][C:5]1[CH:6]=[CH:7][C:8]([S:11]([C:12]2[CH:17]=[CH:16][CH:15]=[CH:14][CH:13]=2)=[O:20])=[CH:9][CH:10]=1, predict the reactants needed to synthesize it. The reactants are: [F:1][C:2]([F:19])([F:18])[CH2:3][O:4][C:5]1[CH:10]=[CH:9][C:8]([S:11][C:12]2[CH:17]=[CH:16][CH:15]=[CH:14][CH:13]=2)=[CH:7][CH:6]=1.[OH:20]O.C1(C)C=CC=CC=1. (2) Given the product [NH2:8][C:9]1[N:14]=[C:13]([CH2:15][CH2:16][O:17][C:18]2[CH:19]=[CH:20][C:21]([CH2:22][C@@H:23]([C:35]([OH:37])=[O:36])[NH:24][C:25]([C:27]3[C:28]([Cl:34])=[CH:29][CH:30]=[CH:31][C:32]=3[Cl:33])=[O:26])=[CH:39][CH:40]=2)[CH:12]=[CH:11][CH:10]=1, predict the reactants needed to synthesize it. The reactants are: C(OC([NH:8][C:9]1[N:14]=[C:13]([CH2:15][CH2:16][O:17][C:18]2[CH:40]=[CH:39][C:21]([CH2:22][C@@H:23]([C:35]([O:37]C)=[O:36])[NH:24][C:25]([C:27]3[C:32]([Cl:33])=[CH:31][CH:30]=[CH:29][C:28]=3[Cl:34])=[O:26])=[CH:20][CH:19]=2)[CH:12]=[CH:11][CH:10]=1)=O)(C)(C)C.C(O)(C(F)(F)F)=O.N.